Dataset: Reaction yield outcomes from USPTO patents with 853,638 reactions. Task: Predict the reaction yield, written as a fraction of the theoretical maximum amount of product (1.0 means a 100% yield; for example, 0.34 means a 34% yield). (1) The reactants are [Br:1][C:2]1[CH:10]=[CH:9][C:5]([C:6]([OH:8])=[O:7])=[C:4]([CH2:11][CH3:12])[CH:3]=1.O=S(Cl)Cl.[CH3:17]O. No catalyst specified. The product is [Br:1][C:2]1[CH:10]=[CH:9][C:5]([C:6]([O:8][CH3:17])=[O:7])=[C:4]([CH2:11][CH3:12])[CH:3]=1. The yield is 0.870. (2) The reactants are [Br:1][C:2]1[CH:3]=[C:4]2[C:9](=[CH:10][CH:11]=1)[O:8][CH:7]([CH:12]1[CH2:17][CH2:16][O:15][CH2:14][CH2:13]1)[CH2:6][C:5]2=O.C[Si]([N:23]=[C:24]=[N:25][Si](C)(C)C)(C)C. The catalyst is C(Cl)Cl.Cl[Ti](Cl)(Cl)Cl. The product is [Br:1][C:2]1[CH:3]=[C:4]2[C:9](=[CH:10][CH:11]=1)[O:8][CH:7]([CH:12]1[CH2:17][CH2:16][O:15][CH2:14][CH2:13]1)[CH2:6]/[C:5]/2=[N:25]\[C:24]#[N:23]. The yield is 0.780.